This data is from Catalyst prediction with 721,799 reactions and 888 catalyst types from USPTO. The task is: Predict which catalyst facilitates the given reaction. (1) Reactant: [CH3:1][C:2]1[CH:11]=[CH:10][C:9]2[O:8][CH2:7][C:6]3[CH:12]=[C:13]([C:15]([OH:17])=O)[S:14][C:5]=3[C:4]=2[CH:3]=1.[CH3:18][NH:19][C:20]1[CH:25]=[CH:24][CH:23]=[CH:22][C:21]=1[F:26].C(N(CC)CC)C. Product: [F:26][C:21]1[CH:22]=[CH:23][CH:24]=[CH:25][C:20]=1[N:19]([CH3:18])[C:15]([C:13]1[S:14][C:5]2[C:4]3[CH:3]=[C:2]([CH3:1])[CH:11]=[CH:10][C:9]=3[O:8][CH2:7][C:6]=2[CH:12]=1)=[O:17]. The catalyst class is: 154. (2) Reactant: [CH2:1]([C:8]1[C:17]2[C:12](=[CH:13][CH:14]=[CH:15][CH:16]=2)[C:11]([N:18]2[CH2:23][CH2:22][N:21]([C:24]3[CH:29]=[N:28][C:27]([C:30]([CH3:32])=[CH2:31])=[CH:26][N:25]=3)[CH2:20][CH2:19]2)=[N:10][N:9]=1)[C:2]1[CH:7]=[CH:6][CH:5]=[CH:4][CH:3]=1.[H][H]. Product: [CH2:1]([C:8]1[C:17]2[C:12](=[CH:13][CH:14]=[CH:15][CH:16]=2)[C:11]([N:18]2[CH2:19][CH2:20][N:21]([C:24]3[CH:29]=[N:28][C:27]([CH:30]([CH3:32])[CH3:31])=[CH:26][N:25]=3)[CH2:22][CH2:23]2)=[N:10][N:9]=1)[C:2]1[CH:3]=[CH:4][CH:5]=[CH:6][CH:7]=1. The catalyst class is: 293. (3) Reactant: [F:1][C:2]1[CH:3]=[N:4][C:5]([O:17][C:18]2[CH:23]=[CH:22][CH:21]=[C:20]([S:24][CH3:25])[CH:19]=2)=[C:6]([CH:16]=1)[C:7]([NH:9][CH:10]1[CH2:15][CH2:14][NH:13][CH2:12][CH2:11]1)=[O:8].C(N(CC)CC)C.[CH:33]1([C:37](Cl)=[O:38])[CH2:36][CH2:35][CH2:34]1.Cl.CN(C)CCCN=C=NCC. Product: [NH3:4].[F:1][C:2]1[CH:3]=[N:4][C:5]([O:17][C:18]2[CH:23]=[CH:22][CH:21]=[C:20]([S:24][CH3:25])[CH:19]=2)=[C:6]([CH:16]=1)[C:7]([NH:9][CH:10]1[CH2:11][CH2:12][N:13]([C:37]([CH:33]2[CH2:36][CH2:35][CH2:34]2)=[O:38])[CH2:14][CH2:15]1)=[O:8]. The catalyst class is: 4.